Dataset: Experimental lipophilicity measurements (octanol/water distribution) for 4,200 compounds from AstraZeneca. Task: Regression/Classification. Given a drug SMILES string, predict its absorption, distribution, metabolism, or excretion properties. Task type varies by dataset: regression for continuous measurements (e.g., permeability, clearance, half-life) or binary classification for categorical outcomes (e.g., BBB penetration, CYP inhibition). For this dataset (lipophilicity_astrazeneca), we predict Y. (1) The drug is C=C(CC)C(=O)c1ccc(OCC(=O)O)c(Cl)c1Cl. The Y is 0.0200 logD. (2) The compound is COC(=O)CCCCCCC(=O)Nc1ccc2c(c1)C(=O)C(=O)c1ccccc1-2. The Y is 2.90 logD. (3) The molecule is C[C@H](Nc1ccc2ncn(-c3cc(C4CC4)[nH]n3)c2n1)c1ncc(F)cn1. The Y is 2.74 logD. (4) The molecule is Cc1ccc(S(=O)(=O)Nc2c(C(=O)N[C@@H](C)C(C)(C)C)c(C)nn2C2CCCC2)cc1. The Y is 2.00 logD. (5) The drug is Nc1nc2nc(SCc3ccccc3)nc(N)c2s1. The Y is 3.10 logD. (6) The compound is Cc1ccc2c(c1)c(-c1ccnc3cc(C(F)(F)F)ccc13)c(C)n2CC(=O)O. The Y is 1.78 logD. (7) The Y is 1.46 logD. The compound is CCN(C(=O)c1cnn(-c2ccccc2)c1NS(=O)(=O)c1ccc(-c2cnco2)cc1)C1CCCCC1.